From a dataset of NCI-60 drug combinations with 297,098 pairs across 59 cell lines. Regression. Given two drug SMILES strings and cell line genomic features, predict the synergy score measuring deviation from expected non-interaction effect. (1) Drug 1: CCCCC(=O)OCC(=O)C1(CC(C2=C(C1)C(=C3C(=C2O)C(=O)C4=C(C3=O)C=CC=C4OC)O)OC5CC(C(C(O5)C)O)NC(=O)C(F)(F)F)O. Drug 2: CC=C1C(=O)NC(C(=O)OC2CC(=O)NC(C(=O)NC(CSSCCC=C2)C(=O)N1)C(C)C)C(C)C. Cell line: EKVX. Synergy scores: CSS=66.5, Synergy_ZIP=0.963, Synergy_Bliss=-3.53, Synergy_Loewe=-0.404, Synergy_HSA=-0.215. (2) Drug 1: C1CCN(CC1)CCOC2=CC=C(C=C2)C(=O)C3=C(SC4=C3C=CC(=C4)O)C5=CC=C(C=C5)O. Drug 2: CCC1=C2CN3C(=CC4=C(C3=O)COC(=O)C4(CC)O)C2=NC5=C1C=C(C=C5)O. Cell line: T-47D. Synergy scores: CSS=32.0, Synergy_ZIP=-6.63, Synergy_Bliss=-7.71, Synergy_Loewe=-9.36, Synergy_HSA=-4.59. (3) Drug 1: CCCS(=O)(=O)NC1=C(C(=C(C=C1)F)C(=O)C2=CNC3=C2C=C(C=N3)C4=CC=C(C=C4)Cl)F. Drug 2: CS(=O)(=O)CCNCC1=CC=C(O1)C2=CC3=C(C=C2)N=CN=C3NC4=CC(=C(C=C4)OCC5=CC(=CC=C5)F)Cl. Cell line: CCRF-CEM. Synergy scores: CSS=-5.76, Synergy_ZIP=1.58, Synergy_Bliss=-3.60, Synergy_Loewe=-9.16, Synergy_HSA=-8.72.